This data is from Forward reaction prediction with 1.9M reactions from USPTO patents (1976-2016). The task is: Predict the product of the given reaction. (1) Given the reactants [CH2:1]([C@H:4]1[CH2:8][C@H:7]([C:9]2[CH:14]=[CH:13][C:12]([F:15])=[C:11]([CH3:16])[CH:10]=2)[O:6][C:5]1=[O:17])[CH:2]=[CH2:3].[OH-:18].[K+].Cl, predict the reaction product. The product is: [F:15][C:12]1[CH:13]=[CH:14][C:9]([C@H:7]([OH:6])[CH2:8][C@H:4]([CH2:1][CH:2]=[CH2:3])[C:5]([OH:17])=[O:18])=[CH:10][C:11]=1[CH3:16]. (2) Given the reactants [C:1]([OH:8])(=[O:7])/[CH:2]=[CH:3]/[C:4]([OH:6])=[O:5].[CH3:9][C:10]1[S:14][C:13]2[NH:15][C:16]3[CH:17]=[CH:18][CH:19]=[CH:20][C:21]=3[N:22]=[C:23]([N:24]3[CH2:29][CH2:28][N:27]([CH3:30])[CH2:26][CH2:25]3)[C:12]=2[CH:11]=1.CC(C)=O, predict the reaction product. The product is: [CH3:9][C:10]1[S:14][C:13]2[NH:15][C:16]3[CH:17]=[CH:18][CH:19]=[CH:20][C:21]=3[N:22]=[C:23]([N:24]3[CH2:25][CH2:26][N:27]([CH3:30])[CH2:28][CH2:29]3)[C:12]=2[CH:11]=1.[C:1]([O-:8])(=[O:7])/[CH:2]=[CH:3]/[C:4]([O-:6])=[O:5]. (3) Given the reactants [Cl:1][C:2]1[CH:3]=[C:4]([CH:8]=[CH:9][C:10]=1[C:11](=[O:26])[NH:12][C:13]1[CH:18]=[CH:17][C:16]([Cl:19])=[C:15]([C:20]2[CH:25]=[CH:24][CH:23]=[CH:22][N:21]=2)[CH:14]=1)[C:5](O)=[O:6].[CH2:27]([NH:34][CH2:35][CH2:36][OH:37])[C:28]1[CH:33]=[CH:32][CH:31]=[CH:30][CH:29]=1, predict the reaction product. The product is: [CH2:27]([N:34]([CH2:35][CH2:36][OH:37])[C:5](=[O:6])[C:4]1[CH:8]=[CH:9][C:10]([C:11]([NH:12][C:13]2[CH:18]=[CH:17][C:16]([Cl:19])=[C:15]([C:20]3[CH:25]=[CH:24][CH:23]=[CH:22][N:21]=3)[CH:14]=2)=[O:26])=[C:2]([Cl:1])[CH:3]=1)[C:28]1[CH:33]=[CH:32][CH:31]=[CH:30][CH:29]=1. (4) Given the reactants [CH2:1]([O:3][C:4]1[CH:9]=[CH:8][C:7]([S:10](Cl)(=[O:12])=[O:11])=[CH:6][C:5]=1[C:14]1[NH:19][C:18](=[O:20])[C:17]2=[C:21]([CH3:25])[N:22]=[C:23]([CH3:24])[N:16]2[N:15]=1)[CH3:2].[CH3:26][N:27]1[CH2:32][CH2:31][NH:30][CH2:29][CH2:28]1, predict the reaction product. The product is: [CH2:1]([O:3][C:4]1[CH:9]=[CH:8][C:7]([S:10]([N:30]2[CH2:31][CH2:32][N:27]([CH3:26])[CH2:28][CH2:29]2)(=[O:12])=[O:11])=[CH:6][C:5]=1[C:14]1[NH:19][C:18](=[O:20])[C:17]2=[C:21]([CH3:25])[N:22]=[C:23]([CH3:24])[N:16]2[N:15]=1)[CH3:2].